This data is from Reaction yield outcomes from USPTO patents with 853,638 reactions. The task is: Predict the reaction yield, written as a fraction of the theoretical maximum amount of product (1.0 means a 100% yield; for example, 0.34 means a 34% yield). (1) The reactants are [CH2:1]([NH:4][C:5]1([C:8]2[CH:13]=[CH:12][C:11]([C:14]#[C:15][C:16]3[CH:26]=[CH:25][C:19]([C:20]([O:22]CC)=[O:21])=[CH:18][CH:17]=3)=[CH:10][CH:9]=2)[CH2:7][CH2:6]1)[CH2:2][CH3:3].[OH-].[Na+]. The catalyst is C(O)C.O1CCCC1. The product is [CH2:1]([NH:4][C:5]1([C:8]2[CH:13]=[CH:12][C:11]([C:14]#[C:15][C:16]3[CH:17]=[CH:18][C:19]([C:20]([OH:22])=[O:21])=[CH:25][CH:26]=3)=[CH:10][CH:9]=2)[CH2:6][CH2:7]1)[CH2:2][CH3:3]. The yield is 0.690. (2) The reactants are [Cl-].O[NH3+:3].[C:4](=[O:7])([O-])[OH:5].[Na+].CS(C)=O.[CH2:13]([N:20]1[CH2:25][CH2:24][O:23][CH:22]([CH2:26][N:27]2[C:32](=[O:33])[C:31]([CH2:34][C:35]3[CH:40]=[CH:39][C:38]([C:41]4[C:42]([C:47]#[N:48])=[CH:43][CH:44]=[CH:45][CH:46]=4)=[CH:37][CH:36]=3)=[C:30]([CH2:49][CH2:50][CH2:51][CH3:52])[N:29]=[C:28]2[CH3:53])[CH2:21]1)[C:14]1[CH:19]=[CH:18][CH:17]=[CH:16][CH:15]=1. The catalyst is C(OCC)(=O)C. The product is [CH2:13]([N:20]1[CH2:25][CH2:24][O:23][CH:22]([CH2:26][N:27]2[C:32](=[O:33])[C:31]([CH2:34][C:35]3[CH:36]=[CH:37][C:38]([C:41]4[CH:46]=[CH:45][CH:44]=[CH:43][C:42]=4[C:47]4[NH:3][C:4](=[O:7])[O:5][N:48]=4)=[CH:39][CH:40]=3)=[C:30]([CH2:49][CH2:50][CH2:51][CH3:52])[N:29]=[C:28]2[CH3:53])[CH2:21]1)[C:14]1[CH:19]=[CH:18][CH:17]=[CH:16][CH:15]=1. The yield is 0.150. (3) The product is [CH2:1]([C:3]1[C:14]([CH:15]([CH3:18])[CH2:16][NH2:17])=[C:6]2[C:7]3[CH2:13][CH2:12][O:11][C:8]=3[CH:9]=[CH:10][N:5]2[N:4]=1)[CH3:2]. The yield is 0.980. The reactants are [CH2:1]([C:3]1[C:14]([CH:15]([CH3:18])[C:16]#[N:17])=[C:6]2[C:7]3[CH2:13][CH2:12][O:11][C:8]=3[CH:9]=[CH:10][N:5]2[N:4]=1)[CH3:2].N.C(O)C. The catalyst is [Co]. (4) The reactants are [NH:1]1[C:11]2[C:6](=[CH:7][CH:8]=[CH:9][CH:10]=2)[C:4](=O)[C:2]1=O.[OH-:12].[Na+].[N:14]([O-])=O.[Na+].OS(O)(=O)=O.[OH2:23].O.[Sn](Cl)Cl. The catalyst is O.Cl. The product is [NH:1]1[C:11]2[C:6](=[CH:7][CH:8]=[CH:9][CH:10]=2)[C:4]([C:2]([OH:23])=[O:12])=[N:14]1. The yield is 0.310. (5) The reactants are [NH:1]1[C:5]2([CH2:10][CH2:9][C:8](=O)[CH2:7][CH2:6]2)[CH2:4][CH2:3][C:2]1=[O:12].[C:13]([O:17][C:18]([NH:20][NH2:21])=[O:19])([CH3:16])([CH3:15])[CH3:14].C([BH3-])#N.[Na+]. The catalyst is CC(O)=O.O.[OH-].[Na+]. The product is [C:13]([O:17][C:18]([NH:20][NH:21][CH:8]1[CH2:9][CH2:10][C:5]2([NH:1][C:2](=[O:12])[CH2:3][CH2:4]2)[CH2:6][CH2:7]1)=[O:19])([CH3:16])([CH3:15])[CH3:14]. The yield is 0.980. (6) The reactants are [N+:1]([C:4]1[CH:9]=[CH:8][C:7]([N:10]2[CH2:15][CH2:14][NH:13][CH2:12][CH2:11]2)=[CH:6][CH:5]=1)([O-])=O.[CH2:16](Br)[C:17]1[CH:22]=[CH:21][CH:20]=[CH:19][CH:18]=1.CI. No catalyst specified. The product is [CH:8]1[C:9]2[C:4](=[N:1][C:22]3[C:17]([C:16]=2[NH:1][C:4]2[CH:9]=[CH:8][C:7]([N:10]4[CH2:15][CH2:14][N:13]([CH2:16][C:17]5[CH:22]=[CH:21][CH:20]=[CH:19][CH:18]=5)[CH2:12][CH2:11]4)=[CH:6][CH:5]=2)=[CH:18][CH:19]=[CH:20][CH:21]=3)[CH:5]=[CH:6][CH:7]=1. The yield is 0.0200. (7) The reactants are [CH3:1][CH:2]([OH:4])[CH3:3].[H-].[Na+].Cl[C:8]1[C:13]([Cl:14])=[CH:12][CH:11]=[CH:10][N:9]=1. The catalyst is C1COCC1. The product is [Cl:14][C:13]1[C:8]([O:4][CH:2]([CH3:3])[CH3:1])=[N:9][CH:10]=[CH:11][CH:12]=1. The yield is 0.350.